This data is from Full USPTO retrosynthesis dataset with 1.9M reactions from patents (1976-2016). The task is: Predict the reactants needed to synthesize the given product. (1) Given the product [F:1][C:2]1[CH:7]=[CH:6][CH:5]=[CH:4][C:3]=1[N:8]1[CH:12]=[C:11]([CH:13]=[O:14])[C:10]([CH2:15][O:16][CH3:17])=[N:9]1, predict the reactants needed to synthesize it. The reactants are: [F:1][C:2]1[CH:7]=[CH:6][CH:5]=[CH:4][C:3]=1[N:8]1[CH:12]=[C:11]([CH2:13][OH:14])[C:10]([CH2:15][O:16][CH3:17])=[N:9]1.CC(OI1(OC(C)=O)(OC(C)=O)OC(=O)C2C=CC=CC1=2)=O. (2) Given the product [CH:73]1([NH:72][C:70](=[O:71])[C@@H:69]([OH:76])[C@@H:68]([NH:67][C:31]([C@@H:9]2[CH2:10][C@@H:11]([O:13][C:14]3[C:23]4[C:18](=[CH:19][C:20]([O:24][CH3:25])=[CH:21][CH:22]=4)[N:17]=[C:16]([N:26]4[CH:30]=[CH:29][CH:28]=[N:27]4)[CH:15]=3)[CH2:12][N:8]2[C:6]([O:5][C:1]([CH3:4])([CH3:3])[CH3:2])=[O:7])=[O:32])[CH2:77][CH2:78][CH3:79])[CH2:74][CH2:75]1, predict the reactants needed to synthesize it. The reactants are: [C:1]([O:5][C:6]([N:8]1[CH2:12][C@H:11]([O:13][C:14]2[C:23]3[C:18](=[CH:19][C:20]([O:24][CH3:25])=[CH:21][CH:22]=3)[N:17]=[C:16]([N:26]3[CH:30]=[CH:29][CH:28]=[N:27]3)[CH:15]=2)[CH2:10][C@H:9]1[C:31](O)=[O:32])=[O:7])([CH3:4])([CH3:3])[CH3:2].F[P-](F)(F)(F)(F)F.N1(OC(N(C)C)=[N+](C)C)C2N=CC=CC=2N=N1.C(N(C(C)C)CC)(C)C.[NH2:67][C@@H:68]([CH2:77][CH2:78][CH3:79])[C@H:69]([OH:76])[C:70]([NH:72][CH:73]1[CH2:75][CH2:74]1)=[O:71]. (3) Given the product [CH3:11][O:10][C:7]1[CH:8]=[CH:9][C:2]([O:1][CH2:21][CH2:22][N:23]2[CH2:28][CH2:27][CH2:26][CH2:25][CH2:24]2)=[C:3]([CH:6]=1)[CH:4]=[O:5], predict the reactants needed to synthesize it. The reactants are: [OH:1][C:2]1[CH:9]=[CH:8][C:7]([O:10][CH3:11])=[CH:6][C:3]=1[CH:4]=[O:5].C([O-])([O-])=O.[Cs+].[Cs+].[Na+].[I-].Cl[CH2:21][CH2:22][N:23]1[CH2:28][CH2:27][CH2:26][CH2:25][CH2:24]1.Cl. (4) Given the product [C:30]([O:34][C:35](=[O:43])[NH:36][CH2:37][CH2:38][N:39]([CH2:40][CH:41]=[CH2:42])[C:27]([CH:24]1[CH2:23][CH2:22][N:21]([C:16]2[CH:17]=[CH:18][C:19](=[O:20])[N:14]([CH3:13])[N:15]=2)[CH2:26][CH2:25]1)=[O:29])([CH3:33])([CH3:32])[CH3:31], predict the reactants needed to synthesize it. The reactants are: Cl.C(N=C=NCCCN(C)C)C.[CH3:13][N:14]1[C:19](=[O:20])[CH:18]=[CH:17][C:16]([N:21]2[CH2:26][CH2:25][CH:24]([C:27]([OH:29])=O)[CH2:23][CH2:22]2)=[N:15]1.[C:30]([O:34][C:35](=[O:43])[NH:36][CH2:37][CH2:38][NH:39][CH2:40][CH:41]=[CH2:42])([CH3:33])([CH3:32])[CH3:31].S([O-])(O)(=O)=O.[K+]. (5) The reactants are: Cl.[N:2]1[CH:7]=[CH:6][CH:5]=[C:4]([C:8]([NH2:10])=[NH:9])[CH:3]=1.[Cl:11][C:12]1[CH:19]=[C:18]([F:20])[CH:17]=[CH:16][C:13]=1[CH:14]=O.[C:21]1(=O)[CH2:26][CH2:25][CH2:24][C:23](=[O:27])[CH2:22]1.C([O-])(=O)C.[Na+].Cl. Given the product [N:2]1[CH:7]=[CH:6][CH:5]=[C:4]([C:8]2[NH:10][C:21]3[CH2:26][CH2:25][CH2:24][C:23](=[O:27])[C:22]=3[CH:14]([C:13]3[CH:16]=[CH:17][C:18]([F:20])=[CH:19][C:12]=3[Cl:11])[N:9]=2)[CH:3]=1, predict the reactants needed to synthesize it.